From a dataset of Forward reaction prediction with 1.9M reactions from USPTO patents (1976-2016). Predict the product of the given reaction. (1) Given the reactants [Na].[CH3:2][C:3]1[CH:8]=[CH:7][CH:6]=[CH:5][C:4]=1[SH:9].[CH2:10]([O:12][CH:13]([O:16][CH2:17][CH3:18])[CH2:14]Br)[CH3:11], predict the reaction product. The product is: [CH2:10]([O:12][CH:13]([O:16][CH2:17][CH3:18])[CH2:14][S:9][C:4]1[CH:5]=[CH:6][CH:7]=[CH:8][C:3]=1[CH3:2])[CH3:11]. (2) The product is: [CH2:1]([O:3][C:4]([C:6]1([C:9]2[CH:14]=[CH:13][C:12]([C:15]3[CH:20]=[CH:19][C:18]([C:21]4[O:25][N:24]=[C:23]([CH3:26])[C:22]=4[CH2:27][N:37]4[N:36]=[C:35]([C:29]5[CH:34]=[CH:33][CH:32]=[CH:31][CH:30]=5)[O:39][C:38]4=[NH:40])=[CH:17][CH:16]=3)=[CH:11][CH:10]=2)[CH2:8][CH2:7]1)=[O:5])[CH3:2]. Given the reactants [CH2:1]([O:3][C:4]([C:6]1([C:9]2[CH:14]=[CH:13][C:12]([C:15]3[CH:20]=[CH:19][C:18]([C:21]4[O:25][N:24]=[C:23]([CH3:26])[C:22]=4[CH2:27]Br)=[CH:17][CH:16]=3)=[CH:11][CH:10]=2)[CH2:8][CH2:7]1)=[O:5])[CH3:2].[C:29]1([C:35]2[O:39][C:38]([NH2:40])=[N:37][N:36]=2)[CH:34]=[CH:33][CH:32]=[CH:31][CH:30]=1, predict the reaction product. (3) Given the reactants [C:1]([C:3]1[C@@H:8]([C:9]2[CH:14]=[CH:13][C:12]([C:15]#[N:16])=[CH:11][CH:10]=2)[N:7]2[N:17]=[C:18]([N:20]([CH2:31][CH2:32][CH3:33])C(=O)OCC3C=CC=CC=3)[N:19]=[C:6]2[N:5]([C:34]2[CH:39]=[CH:38][CH:37]=[C:36]([C:40]([F:43])([F:42])[F:41])[CH:35]=2)[C:4]=1[CH3:44])#[N:2], predict the reaction product. The product is: [C:15]([C:12]1[CH:13]=[CH:14][C:9]([C@H:8]2[N:7]3[N:17]=[C:18]([NH:20][CH2:31][CH2:32][CH3:33])[N:19]=[C:6]3[N:5]([C:34]3[CH:39]=[CH:38][CH:37]=[C:36]([C:40]([F:42])([F:43])[F:41])[CH:35]=3)[C:4]([CH3:44])=[C:3]2[C:1]#[N:2])=[CH:10][CH:11]=1)#[N:16]. (4) Given the reactants [CH2:1]([O:3][C:4]([C:6]1[C:7]2[O:14][C:13]([C:15]([O:17][CH2:18][C:19]3[CH:24]=[CH:23][CH:22]=[CH:21][CH:20]=3)=[O:16])=[C:12]([OH:25])[C:8]=2[CH:9]=[N:10][CH:11]=1)=[O:5])[CH3:2].N1C=CC=CC=1.[F:32][C:33]([F:46])([F:45])[S:34](O[S:34]([C:33]([F:46])([F:45])[F:32])(=[O:36])=[O:35])(=[O:36])=[O:35], predict the reaction product. The product is: [CH2:1]([O:3][C:4]([C:6]1[C:7]2[O:14][C:13]([C:15]([O:17][CH2:18][C:19]3[CH:20]=[CH:21][CH:22]=[CH:23][CH:24]=3)=[O:16])=[C:12]([O:25][S:34]([C:33]([F:46])([F:45])[F:32])(=[O:36])=[O:35])[C:8]=2[CH:9]=[N:10][CH:11]=1)=[O:5])[CH3:2]. (5) The product is: [CH3:1][O:2][C:3]1[CH:10]=[CH:9][C:6]([CH:7]([OH:8])[CH2:17][CH:16]=[CH2:15])=[CH:5][CH:4]=1. Given the reactants [CH3:1][O:2][C:3]1[CH:10]=[CH:9][C:6]([CH:7]=[O:8])=[CH:5][CH:4]=1.C(O[CH2:15][CH:16]=[CH2:17])(=O)C.O.CCN(CC)CC.CC1C(C)=C(C)C(C)=C(C)C=1C, predict the reaction product. (6) Given the reactants [CH3:1][S:2][CH2:3][C@H:4]1[O:8][C:7](=[O:9])[N:6]([NH:10]C(=O)OC(C)(C)C)[CH2:5]1.O1CCOCC1.C(OC(C)C)(C)C.[ClH:31], predict the reaction product. The product is: [ClH:31].[NH2:10][N:6]1[CH2:5][C@@H:4]([CH2:3][S:2][CH3:1])[O:8][C:7]1=[O:9]. (7) The product is: [Br:18][C:15]1[CH:16]=[CH:17][C:12]([NH:11][C:32](=[O:33])[CH2:31][Cl:28])=[C:13]([C:19]([C:2]2[O:1][CH:5]=[CH:4][CH:3]=2)([OH:27])[C:20]([F:26])([F:25])[C:21]([F:22])([F:23])[F:24])[CH:14]=1. Given the reactants [O:1]1[CH:5]=[CH:4][CH:3]=[CH:2]1.C([Li])CCC.[NH2:11][C:12]1[CH:17]=[CH:16][C:15]([Br:18])=[CH:14][C:13]=1[C:19](=[O:27])[C:20]([F:26])([F:25])[C:21]([F:24])([F:23])[F:22].[Cl-:28].[NH4+].C1C[O:33][CH2:32][CH2:31]1, predict the reaction product. (8) The product is: [C:24]([CH2:23][NH:22][CH2:21][C:19]1[S:18][CH:17]=[C:16]([C:13]2[CH:14]=[CH:15][C:10]([CH2:9][C@H:4]([O:3][CH2:1][CH3:2])[C:5]([O:7][CH3:8])=[O:6])=[CH:11][CH:12]=2)[CH:20]=1)(=[O:28])[CH2:25][CH2:26][CH3:27]. Given the reactants [CH2:1]([O:3][C@@H:4]([CH2:9][C:10]1[CH:15]=[CH:14][C:13]([C:16]2[CH:20]=[C:19]([CH2:21][NH:22][CH3:23])[S:18][CH:17]=2)=[CH:12][CH:11]=1)[C:5]([O:7][CH3:8])=[O:6])[CH3:2].[C:24](Cl)(=[O:28])[CH2:25][CH2:26][CH3:27], predict the reaction product. (9) Given the reactants [CH3:1][O:2][C:3]([C:5]1[CH:14]=[C:13]2[C:8]([CH:9]=[CH:10][N:11]=[C:12]2[CH:15]2[CH2:17][CH2:16]2)=[C:7]([OH:18])[CH:6]=1)=[O:4].[C:19]([O-])([O-])=O.[K+].[K+].CI, predict the reaction product. The product is: [CH3:1][O:2][C:3]([C:5]1[CH:14]=[C:13]2[C:8]([CH:9]=[CH:10][N:11]=[C:12]2[CH:15]2[CH2:16][CH2:17]2)=[C:7]([O:18][CH3:19])[CH:6]=1)=[O:4].